Dataset: Catalyst prediction with 721,799 reactions and 888 catalyst types from USPTO. Task: Predict which catalyst facilitates the given reaction. (1) Reactant: [Cl:1][C:2]1[CH:7]=[CH:6][C:5]([C:8]2[C:14]3[CH:15]=[C:16]([O:19][CH3:20])[CH:17]=[CH:18][C:13]=3[N:12]3[C:21]([CH3:24])=[N:22][N:23]=[C:11]3[C@H:10]([CH2:25][C:26](O)=[O:27])[N:9]=2)=[CH:4][CH:3]=1.CCN=C=NCCCN(C)C.C1C=CC2N(O)N=NC=2C=1.[NH2:50][CH2:51][CH2:52][O:53][CH2:54][CH2:55][O:56][CH2:57][CH2:58][O:59][CH2:60][CH2:61][O:62][C:63]1[CH:64]=[CH:65][C:66]2[N:72]3[C:73]([CH3:76])=[N:74][N:75]=[C:71]3[C@H:70]([CH2:77][C:78]([NH:80][CH2:81][CH3:82])=[O:79])[N:69]=[C:68]([C:83]3[CH:88]=[CH:87][C:86]([Cl:89])=[CH:85][CH:84]=3)[C:67]=2[CH:90]=1. Product: [Cl:89][C:86]1[CH:87]=[CH:88][C:83]([C:68]2[C:67]3[CH:90]=[C:63]([O:62][CH2:61][CH2:60][O:59][CH2:58][CH2:57][O:56][CH2:55][CH2:54][O:53][CH2:52][CH2:51][NH:50][C:26](=[O:27])[CH2:25][C@@H:10]4[N:9]=[C:8]([C:5]5[CH:6]=[CH:7][C:2]([Cl:1])=[CH:3][CH:4]=5)[C:14]5[CH:15]=[C:16]([O:19][CH3:20])[CH:17]=[CH:18][C:13]=5[N:12]5[C:21]([CH3:24])=[N:22][N:23]=[C:11]45)[CH:64]=[CH:65][C:66]=3[N:72]3[C:73]([CH3:76])=[N:74][N:75]=[C:71]3[C@H:70]([CH2:77][C:78]([NH:80][CH2:81][CH3:82])=[O:79])[N:69]=2)=[CH:84][CH:85]=1. The catalyst class is: 64. (2) The catalyst class is: 22. Reactant: [Cl:1][C:2]1[CH:7]=[CH:6][C:5]([OH:8])=[C:4]([CH2:9][CH:10]=[CH2:11])[CH:3]=1.C1C=C(Cl)C=C(C(OO)=[O:20])C=1.C(=O)([O-])[O-].[K+].[K+]. Product: [Cl:1][C:2]1[CH:7]=[CH:6][C:5]2[O:8][CH:10]([CH2:11][OH:20])[CH2:9][C:4]=2[CH:3]=1.